This data is from Full USPTO retrosynthesis dataset with 1.9M reactions from patents (1976-2016). The task is: Predict the reactants needed to synthesize the given product. (1) Given the product [F:1][C:2]1[CH:7]=[C:6]([F:8])[CH:5]=[CH:4][C:3]=1[CH:9]1[C:10]2[O:14][C:18](=[O:19])[NH:17][C:15](=[O:16])[C:11]=2[CH2:12][CH2:13]1, predict the reactants needed to synthesize it. The reactants are: [F:1][C:2]1[CH:7]=[C:6]([F:8])[CH:5]=[CH:4][C:3]=1[CH:9]1[CH2:13][CH2:12][CH2:11][C:10]1=[O:14].[C:15](Cl)([N:17]=[C:18]=[O:19])=[O:16].C1(C)C=CC=CC=1. (2) Given the product [N:10]1([C:16]([O:1][NH:2][C:3]([O:4][C:5]([CH3:8])([CH3:7])[CH3:6])=[O:9])=[O:17])[CH2:15][CH2:14][NH:13][CH2:12][CH2:11]1, predict the reactants needed to synthesize it. The reactants are: [OH:1][NH:2][C:3](=[O:9])[O:4][C:5]([CH3:8])([CH3:7])[CH3:6].[N:10]1([C:16](OC(C)(C)C)=[O:17])[CH2:15][CH2:14][NH:13][CH2:12][CH2:11]1. (3) Given the product [Cl:1][C:2]1[N:7]=[C:6]([C:8]2[C:9]([C:10]3[CH:11]=[CH:12][C:13]([F:23])=[C:14]([NH:16][C:17](=[O:22])[C:18]([F:19])([F:20])[F:21])[CH:15]=3)=[N:25][N:26]3[CH:31]=[CH:30][CH:29]=[CH:28][C:27]=23)[CH:5]=[CH:4][N:3]=1, predict the reactants needed to synthesize it. The reactants are: [Cl:1][C:2]1[N:7]=[C:6]([C:8]#[C:9][C:10]2[CH:11]=[CH:12][C:13]([F:23])=[C:14]([NH:16][C:17](=[O:22])[C:18]([F:21])([F:20])[F:19])[CH:15]=2)[CH:5]=[CH:4][N:3]=1.[I-].[NH2:25][N+:26]1[CH:31]=[CH:30][CH:29]=[CH:28][CH:27]=1.C(=O)([O-])[O-].[K+].[K+]. (4) Given the product [Cl:14][C:8]1[CH:9]=[C:10]([Cl:13])[CH:11]=[CH:12][C:7]=1[CH:5]1[C:4](=[O:15])[C:3]([O:16][S:31]([CH2:30][C:24]2[CH:29]=[CH:28][CH:27]=[CH:26][CH:25]=2)(=[O:33])=[O:32])=[C:2]([NH2:1])[O:6]1, predict the reactants needed to synthesize it. The reactants are: [NH2:1][C:2]1[O:6][CH:5]([C:7]2[CH:12]=[CH:11][C:10]([Cl:13])=[CH:9][C:8]=2[Cl:14])[C:4](=[O:15])[C:3]=1[OH:16].C(N(CC)CC)C.[C:24]1([CH2:30][S:31](Cl)(=[O:33])=[O:32])[CH:29]=[CH:28][CH:27]=[CH:26][CH:25]=1.[Cl-].[NH4+]. (5) Given the product [Br:1][C:2]1[CH:3]=[C:4]([C:5](=[O:6])[CH2:14][CH2:15][CH3:16])[CH:11]=[CH:12][CH:13]=1, predict the reactants needed to synthesize it. The reactants are: [Br:1][C:2]1[CH:3]=[C:4]([CH:11]=[CH:12][CH:13]=1)[C:5](N(OC)C)=[O:6].[CH2:14]([Mg]Br)[CH2:15][CH3:16]. (6) Given the product [C:33]([O:32][C:30]([C:25]1[CH:26]=[CH:27][CH:28]=[CH:29][C:24]=1[C:21]1[CH:22]=[CH:23][C:18]([CH2:17][N:1]2[C:9]3[C:4](=[CH:5][C:6]([C:10]([O:12][CH3:13])=[O:11])=[CH:7][CH:8]=3)[CH:3]=[N:2]2)=[CH:19][CH:20]=1)=[O:31])([CH3:36])([CH3:35])[CH3:34], predict the reactants needed to synthesize it. The reactants are: [NH:1]1[C:9]2[C:4](=[CH:5][C:6]([C:10]([O:12][CH3:13])=[O:11])=[CH:7][CH:8]=2)[CH:3]=[N:2]1.[H-].[Na+].Br[CH2:17][C:18]1[CH:23]=[CH:22][C:21]([C:24]2[C:25]([C:30]([O:32][C:33]([CH3:36])([CH3:35])[CH3:34])=[O:31])=[CH:26][CH:27]=[CH:28][CH:29]=2)=[CH:20][CH:19]=1. (7) The reactants are: [CH:1]1([SH:6])[CH2:5][CH2:4][CH2:3][CH2:2]1.[H-].[Na+].Cl[C:10]1[C:15]([Cl:16])=[CH:14][CH:13]=[CH:12][N:11]=1.[NH4+].[Cl-]. Given the product [Cl:16][C:15]1[C:10]([S:6][CH:1]2[CH2:5][CH2:4][CH2:3][CH2:2]2)=[N:11][CH:12]=[CH:13][CH:14]=1, predict the reactants needed to synthesize it.